The task is: Predict the product of the given reaction.. This data is from Forward reaction prediction with 1.9M reactions from USPTO patents (1976-2016). (1) Given the reactants [NH2:1][C:2]1[CH:10]=[CH:9][C:8]([Br:11])=[CH:7][C:3]=1[C:4]([NH2:6])=[O:5].C([N:19]1[CH2:24][CH2:23][C:22](=O)[CH2:21][CH2:20]1)(OC(C)(C)C)=O.S(=O)(=O)(O)O, predict the reaction product. The product is: [Br:11][C:8]1[CH:7]=[C:3]2[C:2](=[CH:10][CH:9]=1)[NH:1][C:22]1([CH2:23][CH2:24][NH:19][CH2:20][CH2:21]1)[NH:6][C:4]2=[O:5]. (2) Given the reactants [F:1][C:2]1[CH:8]=[CH:7][C:5]([NH2:6])=[CH:4][CH:3]=1.N1C=CC=CC=1.[C:15]1([N:21]([C:25]2[CH:30]=[CH:29][CH:28]=[CH:27][CH:26]=2)[C:22](Cl)=[O:23])[CH:20]=[CH:19][CH:18]=[CH:17][CH:16]=1.O, predict the reaction product. The product is: [C:15]1([N:21]([C:25]2[CH:30]=[CH:29][CH:28]=[CH:27][CH:26]=2)[C:22]([NH:6][C:5]2[CH:7]=[CH:8][C:2]([F:1])=[CH:3][CH:4]=2)=[O:23])[CH:16]=[CH:17][CH:18]=[CH:19][CH:20]=1. (3) Given the reactants S(S([O-])=O)([O-])=O.[Na+].[Na+].[NH2:9][C:10]1[CH:15]=[CH:14][CH:13]=[CH:12][CH:11]=1.C(=O)([O-])O.[Na+].[Br:21][C:22]([F:31])([F:30])[C:23](Br)([F:28])[C:24]([F:27])([F:26])[F:25].C(=O)([O-])[O-].[Na+].[Na+], predict the reaction product. The product is: [Br:21][C:22]([F:31])([F:30])[C:23]([C:13]1[CH:14]=[CH:15][C:10]([NH2:9])=[CH:11][CH:12]=1)([F:28])[C:24]([F:27])([F:26])[F:25]. (4) Given the reactants [CH2:1]([O:8][C:9]1[C:18]2[C:13](=[CH:14][CH:15]=[C:16]([F:19])[CH:17]=2)[CH:12]=[C:11]([CH2:20][OH:21])[C:10]=1[CH3:22])[C:2]1[CH:7]=[CH:6][CH:5]=[CH:4][CH:3]=1.[Cr](Cl)([O-])(=O)=O.[NH+]1C=CC=CC=1, predict the reaction product. The product is: [CH2:1]([O:8][C:9]1[C:18]2[C:13](=[CH:14][CH:15]=[C:16]([F:19])[CH:17]=2)[CH:12]=[C:11]([CH:20]=[O:21])[C:10]=1[CH3:22])[C:2]1[CH:3]=[CH:4][CH:5]=[CH:6][CH:7]=1. (5) Given the reactants [F:1][C:2]1[CH:3]=[CH:4][C:5]([O:20][CH3:21])=[C:6]([C:8]([CH3:19])([CH3:18])[CH2:9][C:10]([C:14]([F:17])([F:16])[F:15])([OH:13])[CH2:11][OH:12])[CH:7]=1.C(N(CC)CC)C.[NH4+].[Cl-], predict the reaction product. The product is: [F:1][C:2]1[CH:3]=[CH:4][C:5]([O:20][CH3:21])=[C:6]([C:8]([CH3:19])([CH3:18])[CH2:9][C:10]([OH:13])([C:14]([F:17])([F:16])[F:15])[CH:11]=[O:12])[CH:7]=1. (6) Given the reactants P(Cl)(Cl)([Cl:3])=O.[Cl:6][C:7]1[CH:12]=[CH:11][CH:10]=[CH:9][C:8]=1[N:13]1[C:18]([CH3:19])=[CH:17][C:16](O)=[C:15]([C:21]#[N:22])[C:14]1=[O:23].C(=O)([O-])O.[Na+], predict the reaction product. The product is: [Cl:3][C:16]1[CH:17]=[C:18]([CH3:19])[N:13]([C:8]2[CH:9]=[CH:10][CH:11]=[CH:12][C:7]=2[Cl:6])[C:14](=[O:23])[C:15]=1[C:21]#[N:22]. (7) Given the reactants [F:1][C:2]([F:14])([F:13])[CH2:3][O:4][C:5]1[CH:6]=[C:7]([CH:10]=[CH:11][CH:12]=1)[CH:8]=O.[O:15]([C:22]1[CH:23]=[C:24]([CH:26]=[CH:27][CH:28]=1)[NH2:25])[C:16]1[CH:21]=[CH:20][CH:19]=[CH:18][CH:17]=1.[BH4-].[Na+], predict the reaction product. The product is: [O:15]([C:22]1[CH:23]=[C:24]([NH:25][CH2:8][C:7]2[CH:10]=[CH:11][CH:12]=[C:5]([O:4][CH2:3][C:2]([F:14])([F:13])[F:1])[CH:6]=2)[CH:26]=[CH:27][CH:28]=1)[C:16]1[CH:17]=[CH:18][CH:19]=[CH:20][CH:21]=1. (8) Given the reactants [NH2:1][C:2]1[N:6]([C:7]2[CH:12]=[CH:11][N:10]=[C:9]([N:13]([CH3:19])[CH2:14][CH2:15][N:16]([CH3:18])[CH3:17])[N:8]=2)[N:5]=[C:4]([C:20]([CH3:23])([CH3:22])[CH3:21])[CH:3]=1.N1C=CC=CC=1.Cl[C:31]([O:33][C:34]1[CH:39]=[CH:38][CH:37]=[CH:36][CH:35]=1)=[O:32], predict the reaction product. The product is: [C:34]1([O:33][C:31](=[O:32])[NH:1][C:2]2[N:6]([C:7]3[CH:12]=[CH:11][N:10]=[C:9]([N:13]([CH2:14][CH2:15][N:16]([CH3:18])[CH3:17])[CH3:19])[N:8]=3)[N:5]=[C:4]([C:20]([CH3:23])([CH3:22])[CH3:21])[CH:3]=2)[CH:39]=[CH:38][CH:37]=[CH:36][CH:35]=1. (9) Given the reactants [N:1]1([C:7]2[N:12]=[C:11]([C:13]3[CH:18]=[CH:17][C:16]([NH:19][C:20](=[O:28])[NH:21][C:22]4[CH:27]=[CH:26][N:25]=[CH:24][CH:23]=4)=[CH:15][CH:14]=3)[N:10]=[C:9]([NH:29][CH:30]3[CH2:33][N:32](C(OC(C)(C)C)=O)[CH2:31]3)[N:8]=2)[CH2:6][CH2:5][O:4][CH2:3][CH2:2]1.C(O)(C(F)(F)F)=O, predict the reaction product. The product is: [NH:32]1[CH2:31][CH:30]([NH:29][C:9]2[N:8]=[C:7]([N:1]3[CH2:6][CH2:5][O:4][CH2:3][CH2:2]3)[N:12]=[C:11]([C:13]3[CH:14]=[CH:15][C:16]([NH:19][C:20]([NH:21][C:22]4[CH:23]=[CH:24][N:25]=[CH:26][CH:27]=4)=[O:28])=[CH:17][CH:18]=3)[N:10]=2)[CH2:33]1. (10) Given the reactants Br[C:2]([F:9])([F:8])[C:3]([O:5][CH2:6][CH3:7])=[O:4].[Cl:10][C:11]1[CH:16]=[CH:15][CH:14]=[C:13](I)[CH:12]=1, predict the reaction product. The product is: [CH2:6]([O:5][C:3](=[O:4])[C:2]([C:13]1[CH:14]=[CH:15][CH:16]=[C:11]([Cl:10])[CH:12]=1)([F:9])[F:8])[CH3:7].